Dataset: Full USPTO retrosynthesis dataset with 1.9M reactions from patents (1976-2016). Task: Predict the reactants needed to synthesize the given product. (1) Given the product [Cl:45][C:37]1[CH:36]=[C:35]([C:21]2[CH:20]=[CH:19][CH:18]=[C:17]([CH2:16][O:15][C:11]3[CH:12]=[C:13]4[C:8](=[C:9]([CH3:32])[C:10]=3[CH3:31])[C:7](=[O:33])[CH:6]([CH:1]3[CH2:5][CH2:4][CH2:3][CH2:2]3)[CH2:14]4)[CH:22]=2)[CH:44]=[CH:43][C:38]=1[C:39]([OH:41])=[O:40], predict the reactants needed to synthesize it. The reactants are: [CH:1]1([CH:6]2[CH2:14][C:13]3[C:8](=[C:9]([CH3:32])[C:10]([CH3:31])=[C:11]([O:15][CH2:16][C:17]4[CH:22]=[CH:21][CH:20]=[C:19](B5OCC(C)(C)CO5)[CH:18]=4)[CH:12]=3)[C:7]2=[O:33])[CH2:5][CH2:4][CH2:3][CH2:2]1.Br[C:35]1[CH:44]=[CH:43][C:38]([C:39]([O:41]C)=[O:40])=[C:37]([Cl:45])[CH:36]=1. (2) Given the product [CH3:1][NH:2][C:3]([CH:5]1[CH2:6][N:7]([CH2:11][C:32]([O:31][CH2:24][C:25]2[CH:30]=[CH:29][CH:28]=[CH:27][CH:26]=2)=[O:35])[CH2:8][CH2:9][O:10]1)=[O:4], predict the reactants needed to synthesize it. The reactants are: [CH3:1][NH:2][C:3]([CH:5]1[O:10][CH2:9][CH2:8][N:7]([C:11](OC(C)(C)C)=O)[CH2:6]1)=[O:4].C([O-])([O-])=O.[K+].[K+].[CH2:24]([O:31][C:32](=[O:35])CBr)[C:25]1[CH:30]=[CH:29][CH:28]=[CH:27][CH:26]=1. (3) Given the product [Cl:2][C:3]1[CH:8]=[CH:7][CH:6]=[CH:5][C:4]=1[C:9]1[N:10]=[C:11]([N:14]2[CH2:15][CH2:16][NH:17][CH2:18][CH2:19]2)[S:12][CH:13]=1, predict the reactants needed to synthesize it. The reactants are: Cl.[Cl:2][C:3]1[CH:8]=[CH:7][CH:6]=[CH:5][C:4]=1[C:9]1[N:10]=[C:11]([N:14]2[CH2:19][CH2:18][N:17](C(OC(C)(C)C)=O)[CH2:16][CH2:15]2)[S:12][CH:13]=1.